This data is from Full USPTO retrosynthesis dataset with 1.9M reactions from patents (1976-2016). The task is: Predict the reactants needed to synthesize the given product. (1) The reactants are: [N:1]1[C:10]2[CH:9]([NH:11][CH2:12][CH2:13][CH2:14][CH2:15][NH:16]C(=O)OC(C)(C)C)[CH2:8][CH2:7][CH2:6][C:5]=2[CH:4]=[CH:3][CH:2]=1.[CH3:24][C:25]1[N:30]2[CH:31]=[C:32]([CH:34]=O)[N:33]=[C:29]2[CH:28]=[C:27]([CH3:36])[CH:26]=1. Given the product [CH3:24][C:25]1[N:30]2[CH:31]=[C:32]([CH2:34][N:11]([CH:9]3[C:10]4[N:1]=[CH:2][CH:3]=[CH:4][C:5]=4[CH2:6][CH2:7][CH2:8]3)[CH2:12][CH2:13][CH2:14][CH2:15][NH2:16])[N:33]=[C:29]2[CH:28]=[C:27]([CH3:36])[CH:26]=1, predict the reactants needed to synthesize it. (2) Given the product [C:29]([O:28][C:27](=[O:33])[NH:26]/[C:25](/[NH:2][C:3]1[CH:4]=[CH:5][C:6]([N:9]2[CH2:13][CH2:12][C@@H:11]([NH:14][C:15](=[O:17])[CH3:16])[CH2:10]2)=[CH:7][CH:8]=1)=[N:24]/[C:23](=[O:39])[O:22][C:18]([CH3:21])([CH3:20])[CH3:19])([CH3:32])([CH3:30])[CH3:31], predict the reactants needed to synthesize it. The reactants are: Cl.[NH2:2][C:3]1[CH:8]=[CH:7][C:6]([N:9]2[CH2:13][CH2:12][C@@H:11]([NH:14][C:15](=[O:17])[CH3:16])[CH2:10]2)=[CH:5][CH:4]=1.[C:18]([O:22][C:23](=[O:39])[NH:24]/[C:25](/N1C=CC=N1)=[N:26]/[C:27](=[O:33])[O:28][C:29]([CH3:32])([CH3:31])[CH3:30])([CH3:21])([CH3:20])[CH3:19].C(N(CC)CC)C. (3) Given the product [CH3:1][C:2]1([CH3:22])[C:6]2([CH2:10][CH2:9][NH:8][CH2:7]2)[O:5][C:4](=[O:21])[NH:3]1, predict the reactants needed to synthesize it. The reactants are: [CH3:1][C:2]1([CH3:22])[C:6]2([CH2:10][CH2:9][N:8](C(OCC3C=CC=CC=3)=O)[CH2:7]2)[O:5][C:4](=[O:21])[NH:3]1.[H][H]. (4) Given the product [CH2:1]([N:8]1[C:13](=[O:14])[C:12]2[C:15]([CH3:18])=[N:16][O:17][C:11]=2[N:10]=[C:9]1[CH:19]([NH:24][CH2:25][CH2:26][C:27]([NH2:29])=[O:28])[CH2:20][CH3:21])[C:2]1[CH:7]=[CH:6][CH:5]=[CH:4][CH:3]=1, predict the reactants needed to synthesize it. The reactants are: [CH2:1]([N:8]1[C:13](=[O:14])[C:12]2[C:15]([CH3:18])=[N:16][O:17][C:11]=2[N:10]=[C:9]1[CH:19](Br)[CH2:20][CH3:21])[C:2]1[CH:7]=[CH:6][CH:5]=[CH:4][CH:3]=1.Cl.[NH2:24][CH2:25][CH2:26][C:27]([NH2:29])=[O:28].CCN(C(C)C)C(C)C. (5) Given the product [F:1][C:2]([F:20])([F:19])[C:3]1[CH:8]=[CH:7][CH:6]=[CH:5][C:4]=1[NH:9][C:10]([NH:22][NH2:23])=[O:11], predict the reactants needed to synthesize it. The reactants are: [F:1][C:2]([F:20])([F:19])[C:3]1[CH:8]=[CH:7][CH:6]=[CH:5][C:4]=1[NH:9][C:10](=O)[O:11]C1C=CC=CC=1.O.[NH2:22][NH2:23]. (6) Given the product [CH2:17]([O:16][C:14]([C:13]1[C:9]([C:3]2[C:2]([F:1])=[CH:7][CH:6]=[CH:5][C:4]=2[C:21]#[N:22])=[N:10][O:11][C:12]=1[CH3:19])=[O:15])[CH3:18], predict the reactants needed to synthesize it. The reactants are: [F:1][C:2]1[CH:7]=[CH:6][CH:5]=[C:4](I)[C:3]=1[C:9]1[C:13]([C:14]([O:16][CH2:17][CH3:18])=[O:15])=[C:12]([CH3:19])[O:11][N:10]=1.C[CH2:21][N:22](CC)CC.[Si](C#N)(C)(C)C. (7) Given the product [C:26]([O:25][C@@H:24]1[C@@H:29]([O:30][C:31](=[O:33])[CH3:32])[C@@H:34]([O:35][C:36](=[O:38])[CH3:37])[C@@H:39]([CH2:41][O:42][C:43](=[O:45])[CH3:44])[O:40][C@H:23]1[O:1][C:2]1[C:7]2[C:8]([CH2:11][CH2:12][C:13]3[CH:14]=[CH:15][CH:16]=[CH:17][CH:18]=3)=[CH:9][O:10][C:6]=2[CH:5]=[CH:4][CH:3]=1)(=[O:28])[CH3:27], predict the reactants needed to synthesize it. The reactants are: [OH:1][C:2]1[C:7]2[C:8]([CH2:11][CH2:12][C:13]3[CH:18]=[CH:17][CH:16]=[CH:15][CH:14]=3)=[CH:9][O:10][C:6]=2[CH:5]=[CH:4][CH:3]=1.C(O[C@@H:23]1[O:40][C@H:39]([CH2:41][O:42][C:43](=[O:45])[CH3:44])[C@H:34]([O:35][C:36](=[O:38])[CH3:37])[C@H:29]([O:30][C:31](=[O:33])[CH3:32])[C@H:24]1[O:25][C:26](=[O:28])[CH3:27])(=O)C.